This data is from Full USPTO retrosynthesis dataset with 1.9M reactions from patents (1976-2016). The task is: Predict the reactants needed to synthesize the given product. (1) The reactants are: [Cl:1][C:2]1[C:10]2[C:5](=[CH:6][CH:7]=[CH:8][CH:9]=2)[NH:4][C:3]=1[C:11]#[N:12].[N-:13]=[N+:14]=[N-:15].[Na+].[Cl-].[NH4+].I[CH3:20]. Given the product [Cl:1][C:2]1[C:10]2[C:5](=[CH:6][CH:7]=[CH:8][CH:9]=2)[NH:4][C:3]=1[C:11]1[N:13]=[N:14][N:15]([CH3:20])[N:12]=1, predict the reactants needed to synthesize it. (2) Given the product [C:1]1([CH:7]2[CH2:16][CH2:15][CH2:14][CH2:13][C:12](=[O:17])[CH:11]=[CH:10][CH2:9][CH2:8]2)[CH:6]=[CH:5][CH:4]=[CH:3][CH:2]=1.[C:18]1([CH:25]2[CH2:34][CH2:33][CH2:32][CH2:31][C:30](=[O:35])[CH:29]=[CH:28][CH2:27][CH2:26]2)[CH:19]=[CH:24][CH:23]=[CH:22][CH:21]=1, predict the reactants needed to synthesize it. The reactants are: [C:1]1([CH:7]2[CH2:16][CH2:15][CH2:14][CH2:13][C:12](=[O:17])[CH:11]=[CH:10][CH2:9][CH2:8]2)[CH:6]=[CH:5][CH:4]=[CH:3][CH:2]=1.[CH2:18]([CH:25]1[CH2:34][CH2:33][CH2:32][CH2:31][C:30](=[O:35])[CH:29]=[CH:28][CH:27]=[CH:26]1)[C:19]1[CH:24]=[CH:23][CH:22]=[CH:21]C=1.